This data is from Full USPTO retrosynthesis dataset with 1.9M reactions from patents (1976-2016). The task is: Predict the reactants needed to synthesize the given product. (1) Given the product [F:17][C:13]1[CH:12]=[C:11]2[C:16]([C:8]([C:5]3[CH:4]=[CH:3][C:2]([O:31][CH2:30][CH2:29][N:28]([CH3:32])[CH3:27])=[N:7][CH:6]=3)=[CH:9][NH:10]2)=[CH:15][CH:14]=1, predict the reactants needed to synthesize it. The reactants are: Cl[C:2]1[N:7]=[CH:6][C:5]([C:8]2[C:16]3[C:11](=[CH:12][C:13]([F:17])=[CH:14][CH:15]=3)[N:10](S(C3C=CC=CC=3)(=O)=O)[CH:9]=2)=[CH:4][CH:3]=1.[CH3:27][N:28]([CH3:32])[CH2:29][CH2:30][OH:31].[H-].[Na+]. (2) Given the product [CH3:7][O:8][C:9]1[CH:10]=[CH:11][C:12]([CH2:15][N:6]2[C:1]([NH2:2])=[CH:3][CH:4]=[N:5]2)=[CH:13][CH:14]=1, predict the reactants needed to synthesize it. The reactants are: [C:1]([CH2:3][CH2:4][NH:5][NH2:6])#[N:2].[CH3:7][O:8][C:9]1[CH:10]=[CH:11][C:12]([CH:15]=O)=[CH:13][CH:14]=1.CC([O-])(C)C.[Na+].O. (3) Given the product [F:33][C:2]([F:1])([F:34])[C:3]1[CH:32]=[CH:31][C:6]([CH2:7][O:8][C:9]([N:11]2[CH2:16][CH2:15][CH2:14][C@@H:13]([C:17]3[CH:22]=[CH:21][C:20]([CH3:23])=[C:19]([O:24][CH2:25][C:26]([OH:28])=[O:27])[CH:18]=3)[CH2:12]2)=[O:10])=[CH:5][CH:4]=1, predict the reactants needed to synthesize it. The reactants are: [F:1][C:2]([F:34])([F:33])[C:3]1[CH:32]=[CH:31][C:6]([CH2:7][O:8][C:9]([N:11]2[CH2:16][CH2:15][CH2:14][CH:13]([C:17]3[CH:22]=[CH:21][C:20]([CH3:23])=[C:19]([O:24][CH2:25][C:26]([O:28]CC)=[O:27])[CH:18]=3)[CH2:12]2)=[O:10])=[CH:5][CH:4]=1.C(=O)([O-])[O-].[K+].[K+].CO. (4) Given the product [NH2:22][C:25]1[CH:41]=[CH:40][CH:39]=[CH:38][C:26]=1[O:27][C:28]1[C:37]2[C:32](=[CH:33][CH:34]=[CH:35][CH:36]=2)[N:31]=[CH:30][CH:29]=1, predict the reactants needed to synthesize it. The reactants are: ClC1C2C(=CC=CC=2)N=CC=1.N1C2C(=CC=CC=2)C=NC=1.[N+:22]([C:25]1[CH:41]=[CH:40][CH:39]=[CH:38][C:26]=1[O:27][C:28]1[C:37]2[C:32](=[CH:33][CH:34]=[CH:35][CH:36]=2)[N:31]=[CH:30][CH:29]=1)([O-])=O.[H][H]. (5) Given the product [NH:8]1[CH2:12][CH2:11][C@@H:10]([O:13][C:14](=[O:28])[C@:15]([CH:23]2[CH2:24][CH2:25][CH2:26][CH2:27]2)([OH:22])[C:16]2[CH:17]=[CH:18][CH:19]=[CH:20][CH:21]=2)[CH2:9]1.[ClH:29], predict the reactants needed to synthesize it. The reactants are: C(OC([N:8]1[CH2:12][CH2:11][C@@H:10]([O:13][C:14](=[O:28])[C@:15]([CH:23]2[CH2:27][CH2:26][CH2:25][CH2:24]2)([OH:22])[C:16]2[CH:21]=[CH:20][CH:19]=[CH:18][CH:17]=2)[CH2:9]1)=O)(C)(C)C.[ClH:29].